This data is from Catalyst prediction with 721,799 reactions and 888 catalyst types from USPTO. The task is: Predict which catalyst facilitates the given reaction. (1) Reactant: Br[C:2]1[S:3][CH:4]=[CH:5][N:6]=1.[C:7]([N:14]1[CH2:19][CH2:18][NH:17][CH2:16][CH2:15]1)([O:9][C:10]([CH3:13])([CH3:12])[CH3:11])=[O:8].C([O-])([O-])=O.[K+].[K+]. Product: [S:3]1[CH:4]=[CH:5][N:6]=[C:2]1[N:17]1[CH2:16][CH2:15][N:14]([C:7]([O:9][C:10]([CH3:13])([CH3:12])[CH3:11])=[O:8])[CH2:19][CH2:18]1. The catalyst class is: 303. (2) Reactant: C([S-])C.[Na+].[CH3:5][O:6][C:7]1[CH:8]=[C:9]([CH:12]=[C:13]([O:15]C)[CH:14]=1)[CH:10]=[O:11].[Cl-].[Na+].C=O. Product: [OH:15][C:13]1[CH:12]=[C:9]([CH:8]=[C:7]([O:6][CH3:5])[CH:14]=1)[CH:10]=[O:11]. The catalyst class is: 640. (3) Reactant: C(OC(=O)[NH:7][C:8]1[CH:9]=[C:10]([C:22]2[CH:27]=[CH:26][CH:25]=[CH:24][C:23]=2[S:28]([CH2:31][CH2:32][OH:33])(=[O:30])=[O:29])[CH:11]=[CH:12][C:13]=1[NH:14]C(OC(C)(C)C)=O)(C)(C)C.Cl. Product: [NH2:7][C:8]1[CH:9]=[C:10]([C:22]2[C:23]([S:28]([CH2:31][CH2:32][OH:33])(=[O:30])=[O:29])=[CH:24][CH:25]=[CH:26][CH:27]=2)[CH:11]=[CH:12][C:13]=1[NH2:14]. The catalyst class is: 12.